Dataset: NCI-60 drug combinations with 297,098 pairs across 59 cell lines. Task: Regression. Given two drug SMILES strings and cell line genomic features, predict the synergy score measuring deviation from expected non-interaction effect. Drug 1: C1CCC(CC1)NC(=O)N(CCCl)N=O. Drug 2: CC1=C(N=C(N=C1N)C(CC(=O)N)NCC(C(=O)N)N)C(=O)NC(C(C2=CN=CN2)OC3C(C(C(C(O3)CO)O)O)OC4C(C(C(C(O4)CO)O)OC(=O)N)O)C(=O)NC(C)C(C(C)C(=O)NC(C(C)O)C(=O)NCCC5=NC(=CS5)C6=NC(=CS6)C(=O)NCCC[S+](C)C)O. Cell line: NCI/ADR-RES. Synergy scores: CSS=8.43, Synergy_ZIP=0.234, Synergy_Bliss=2.53, Synergy_Loewe=-3.89, Synergy_HSA=0.518.